This data is from Catalyst prediction with 721,799 reactions and 888 catalyst types from USPTO. The task is: Predict which catalyst facilitates the given reaction. (1) Product: [CH3:28][C:17]1[CH:18]=[C:19]([O:21][CH:22]2[CH2:27][CH2:26][CH2:25][CH2:24][O:23]2)[CH:20]=[C:15]([CH3:14])[C:16]=1[C:29]1[CH:34]=[CH:33][CH:32]=[C:31]([CH2:35][O:1][C:2]2[CH:3]=[CH:4][C:5]([CH2:8][CH2:9][C:10]([O:12][CH3:13])=[O:11])=[CH:6][CH:7]=2)[CH:30]=1. Reactant: [OH:1][C:2]1[CH:7]=[CH:6][C:5]([CH2:8][CH2:9][C:10]([O:12][CH3:13])=[O:11])=[CH:4][CH:3]=1.[CH3:14][C:15]1[CH:20]=[C:19]([O:21][CH:22]2[CH2:27][CH2:26][CH2:25][CH2:24][O:23]2)[CH:18]=[C:17]([CH3:28])[C:16]=1[C:29]1[CH:34]=[CH:33][CH:32]=[C:31]([CH2:35]O)[CH:30]=1.C1(P(C2C=CC=CC=2)C2C=CC=CC=2)C=CC=CC=1.N(C(OCC)=O)=NC(OCC)=O. The catalyst class is: 7. (2) Reactant: [Cl:1][C:2]1[N:3]=[CH:4][N:5]([C:7]2[CH:16]=[CH:15][C:10]([C:11](OC)=[O:12])=[CH:9][C:8]=2[O:17][CH3:18])[CH:6]=1.O.[NH2:20][NH2:21]. Product: [Cl:1][C:2]1[N:3]=[CH:4][N:5]([C:7]2[CH:16]=[CH:15][C:10]([C:11]([NH:20][NH2:21])=[O:12])=[CH:9][C:8]=2[O:17][CH3:18])[CH:6]=1. The catalyst class is: 5. (3) Reactant: [Cl:1][C:2]1[CH:3]=[C:4]([C:12]2[O:16][N:15]=[C:14]([C:17]3[C:27]4[CH2:26][CH2:25][N:24]([CH2:28][CH2:29][C:30]([O:32]C(C)(C)C)=[O:31])[CH2:23][CH2:22][C:21]=4[CH:20]=[CH:19][CH:18]=3)[N:13]=2)[CH:5]=[CH:6][C:7]=1[O:8][CH:9]([CH3:11])[CH3:10]. Product: [ClH:1].[Cl:1][C:2]1[CH:3]=[C:4]([C:12]2[O:16][N:15]=[C:14]([C:17]3[C:27]4[CH2:26][CH2:25][N:24]([CH2:28][CH2:29][C:30]([OH:32])=[O:31])[CH2:23][CH2:22][C:21]=4[CH:20]=[CH:19][CH:18]=3)[N:13]=2)[CH:5]=[CH:6][C:7]=1[O:8][CH:9]([CH3:11])[CH3:10]. The catalyst class is: 89. (4) Reactant: [I:1][C:2]1[CH:3]=[C:4]([NH:9][C:10](=[O:23])[C:11]2[CH:16]=[CH:15][C:14]([N:17]3[CH2:22][CH2:21][NH:20][CH2:19][CH2:18]3)=[N:13][CH:12]=2)[CH:5]=[CH:6][C:7]=1[CH3:8].[C@H:24]1([C:33](O)=[O:34])[CH2:29][CH2:28][C@H:27]([C:30]([OH:32])=[O:31])[CH2:26][CH2:25]1.CCN=C=NCCCN(C)C. Product: [I:1][C:2]1[CH:3]=[C:4]([NH:9][C:10]([C:11]2[CH:16]=[CH:15][C:14]([N:17]3[CH2:18][CH2:19][N:20]([C:33]([CH:24]4[CH2:25][CH2:26][CH:27]([C:30]([OH:32])=[O:31])[CH2:28][CH2:29]4)=[O:34])[CH2:21][CH2:22]3)=[N:13][CH:12]=2)=[O:23])[CH:5]=[CH:6][C:7]=1[CH3:8]. The catalyst class is: 3. (5) Reactant: [O:1]=[C:2]1[C:11]2[C:6](=[CH:7][CH:8]=[CH:9][CH:10]=2)[C:5]([CH2:12][C:13]([OH:15])=[O:14])=[N:4][N:3]1[CH2:16][C:17]1[S:18][C:19]2[CH:25]=[CH:24][C:23]([C:26]([F:29])([F:28])[F:27])=[CH:22][C:20]=2[N:21]=1.[N:30]([CH2:37][CH2:38][OH:39])([CH2:34][CH2:35][OH:36])[CH2:31][CH2:32][OH:33]. Product: [N:30]([CH2:37][CH2:38][OH:39])([CH2:34][CH2:35][OH:36])[CH2:31][CH2:32][OH:33].[O:1]=[C:2]1[C:11]2[C:6](=[CH:7][CH:8]=[CH:9][CH:10]=2)[C:5]([CH2:12][C:13]([OH:15])=[O:14])=[N:4][N:3]1[CH2:16][C:17]1[S:18][C:19]2[CH:25]=[CH:24][C:23]([C:26]([F:29])([F:28])[F:27])=[CH:22][C:20]=2[N:21]=1. The catalyst class is: 21. (6) Reactant: [C:1]1(B(O)O)[CH:6]=[CH:5][CH:4]=[CH:3][CH:2]=1.[F:10][C:11]1([F:17])[CH2:16][CH2:15][NH:14][CH2:13][CH2:12]1.O.O=[CH:20][C:21]([OH:23])=[O:22]. Product: [F:10][C:11]1([F:17])[CH2:16][CH2:15][N:14]([CH:20]([C:1]2[CH:6]=[CH:5][CH:4]=[CH:3][CH:2]=2)[C:21]([OH:23])=[O:22])[CH2:13][CH2:12]1. The catalyst class is: 2. (7) Reactant: [N:1]1[S:2][N:3]=[C:4]2[CH:9]=[C:8]([NH:10][C:11]3[N:20]=[CH:19][CH:18]=[CH:17][C:12]=3[C:13](OC)=[O:14])[CH:7]=[CH:6][C:5]=12.[BH4-].[Na+].CO. Product: [OH:14][CH2:13][C:12]1[C:11]([NH:10][C:8]2[CH:7]=[CH:6][C:5]3=[N:1][S:2][N:3]=[C:4]3[CH:9]=2)=[N:20][CH:19]=[CH:18][CH:17]=1. The catalyst class is: 1.